From a dataset of Full USPTO retrosynthesis dataset with 1.9M reactions from patents (1976-2016). Predict the reactants needed to synthesize the given product. (1) Given the product [ClH:18].[Cl:21][CH2:24][CH2:23][C:22]1[C:28](=[O:17])[N:11]2[CH:12]=[CH:13][CH:14]=[C:9]([OH:8])[C:10]2=[N:15][C:27]=1[CH3:26], predict the reactants needed to synthesize it. The reactants are: C([O:8][C:9]1[C:10]([NH2:15])=[N:11][CH:12]=[CH:13][CH:14]=1)C1C=CC=CC=1.P(Cl)(Cl)([Cl:18])=[O:17].[ClH:21].[C:22]1([CH3:28])[CH:27]=[CH:26]C=[CH:24][CH:23]=1. (2) Given the product [F:24][C:21]([F:22])([F:23])[S:18]([N-:17][S:14]([C:13]([F:12])([F:25])[F:26])(=[O:15])=[O:16])(=[O:19])=[O:20].[CH2:10]([N+:6]1([CH3:11])[CH2:2][CH2:3][CH2:4][CH2:5][CH2:7]1)[CH2:9][CH2:8][CH3:27], predict the reactants needed to synthesize it. The reactants are: [Br-].[CH2:2]([N+:6]1([CH3:11])[CH2:10][CH2:9][CH2:8][CH2:7]1)[CH2:3][CH2:4][CH3:5].[F:12][C:13]([F:26])([F:25])[S:14]([N-:17][S:18]([C:21]([F:24])([F:23])[F:22])(=[O:20])=[O:19])(=[O:16])=[O:15].[CH2:27]([N+]1(C)CCCC1)CCC. (3) Given the product [NH:38]([CH2:35][C:10]1[CH:11]=[CH:12][C:17]2[C:18](=[CH:13][CH:14]=[CH:15][CH:16]=2)[C:9]=1[C:29]1[N:34]=[C:33]([C:35]([NH:38][C:39]2[C:44]([CH:45]([CH3:47])[CH3:46])=[CH:43][CH:42]=[CH:41][C:40]=2[CH:48]([CH3:50])[CH3:49])([CH3:37])[CH3:36])[CH:32]=[CH:31][CH:30]=1)[C:39]1[CH:44]=[CH:43][CH:42]=[CH:41][CH:40]=1, predict the reactants needed to synthesize it. The reactants are: CC1(C)C(C)(C)OB([C:9]2[C:18]3[C:13](=[CH:14][CH:15]=[CH:16][CH:17]=3)[CH:12]=[CH:11][C:10]=2CNC2C=CC=CC=2)O1.Br[C:29]1[N:34]=[C:33]([C:35]([NH:38][C:39]2[C:44]([CH:45]([CH3:47])[CH3:46])=[CH:43][CH:42]=[CH:41][C:40]=2[CH:48]([CH3:50])[CH3:49])([CH3:37])[CH3:36])[CH:32]=[CH:31][CH:30]=1.C([O-])([O-])=O.[Na+].[Na+].O.